From a dataset of Reaction yield outcomes from USPTO patents with 853,638 reactions. Predict the reaction yield, written as a fraction of the theoretical maximum amount of product (1.0 means a 100% yield; for example, 0.34 means a 34% yield). (1) The yield is 1.00. The product is [CH2:1]([O:8][C@H:9]1[C@H:14]([O:15][CH2:16][C:17]2[CH:18]=[CH:19][CH:20]=[CH:21][CH:22]=2)[C@@H:13]([O:23][CH2:24][C:25]2[CH:30]=[CH:29][CH:28]=[CH:27][CH:26]=2)[C@@:12]([C:33]2[CH:38]=[CH:37][C:36]([Cl:39])=[C:35]([CH2:40][C:41]3[CH:42]=[CH:43][C:44]([O:47][CH2:48][C:49]4[CH:54]=[CH:53][CH:52]=[CH:51][CH:50]=4)=[CH:45][CH:46]=3)[CH:34]=2)([O:31][CH3:32])[O:11][C@@H:10]1[CH:55]=[O:56])[C:2]1[CH:3]=[CH:4][CH:5]=[CH:6][CH:7]=1. The catalyst is ClCCl. The reactants are [CH2:1]([O:8][C@H:9]1[C@H:14]([O:15][CH2:16][C:17]2[CH:22]=[CH:21][CH:20]=[CH:19][CH:18]=2)[C@@H:13]([O:23][CH2:24][C:25]2[CH:30]=[CH:29][CH:28]=[CH:27][CH:26]=2)[C@@:12]([C:33]2[CH:38]=[CH:37][C:36]([Cl:39])=[C:35]([CH2:40][C:41]3[CH:46]=[CH:45][C:44]([O:47][CH2:48][C:49]4[CH:54]=[CH:53][CH:52]=[CH:51][CH:50]=4)=[CH:43][CH:42]=3)[CH:34]=2)([O:31][CH3:32])[O:11][C@@H:10]1[CH2:55][OH:56])[C:2]1[CH:7]=[CH:6][CH:5]=[CH:4][CH:3]=1.I(C1C=CC=CC=1C(O)=O)(=O)=O. (2) The reactants are [N:1]([CH:4]([C:8]1[N:9]([CH2:19][C:20]2[CH:25]=[CH:24][CH:23]=[CH:22][CH:21]=2)[C:10](=[O:18])[C:11]2[C:16]([CH3:17])=[N:15][S:14][C:12]=2[N:13]=1)[CH:5]([CH3:7])[CH3:6])=[N+]=[N-]. The catalyst is CO.[Pd]. The product is [NH2:1][CH:4]([C:8]1[N:9]([CH2:19][C:20]2[CH:21]=[CH:22][CH:23]=[CH:24][CH:25]=2)[C:10](=[O:18])[C:11]2[C:16]([CH3:17])=[N:15][S:14][C:12]=2[N:13]=1)[CH:5]([CH3:7])[CH3:6]. The yield is 0.860. (3) The reactants are [Br:1][C:2]1[CH:3]=[N:4][CH:5]=[C:6]2[C:11]=1[N:10]=[C:9]([C:12]([OH:14])=O)[CH:8]=[CH:7]2.C(N(CC)C(C)C)(C)C.F[P-](F)(F)(F)(F)F.N1(OC(N(C)C)=[N+](C)C)C2N=CC=CC=2N=N1.[N:48]1[CH:53]=[CH:52][C:51]([CH2:54][NH2:55])=[CH:50][CH:49]=1. The catalyst is CN(C)C=O. The product is [N:48]1[CH:53]=[CH:52][C:51]([CH2:54][NH:55][C:12]([C:9]2[CH:8]=[CH:7][C:6]3[C:11](=[C:2]([Br:1])[CH:3]=[N:4][CH:5]=3)[N:10]=2)=[O:14])=[CH:50][CH:49]=1. The yield is 0.630. (4) The reactants are [Cl:1][C:2]1[CH:7]=[C:6]([Cl:8])[CH:5]=[CH:4][C:3]=1/[CH:9]=[C:10](/[N+:12]([O-:14])=[O:13])\[CH3:11].Cl.[CH3:16][O:17][NH2:18].C(N(CC)CC)C.O. The catalyst is CO. The product is [Cl:1][C:2]1[CH:7]=[C:6]([Cl:8])[CH:5]=[CH:4][C:3]=1[CH:9]([NH:18][O:17][CH3:16])[CH:10]([N+:12]([O-:14])=[O:13])[CH3:11]. The yield is 0.824. (5) The reactants are [Cl:1][C:2]1[CH:3]=[C:4]([C:9]([N:11]2[CH2:16][CH2:15][CH2:14][CH:13]([CH2:17][CH3:18])[CH2:12]2)=[O:10])[CH:5]=[N:6][C:7]=1Cl.[NH2:19][C:20]1[CH:21]=[CH:22][C:23]([O:26][CH3:27])=[N:24][CH:25]=1.C1C=CC(P(C2C(C3C(P(C4C=CC=CC=4)C4C=CC=CC=4)=CC=C4C=3C=CC=C4)=C3C(C=CC=C3)=CC=2)C2C=CC=CC=2)=CC=1.C(=O)([O-])[O-].[K+].[K+]. The catalyst is C1(C)C=CC=CC=1.CC([O-])=O.CC([O-])=O.[Pd+2].CCOC(C)=O. The product is [Cl:1][C:2]1[CH:3]=[C:4]([C:9]([N:11]2[CH2:16][CH2:15][CH2:14][CH:13]([CH2:17][CH3:18])[CH2:12]2)=[O:10])[CH:5]=[N:6][C:7]=1[NH:19][C:20]1[CH:25]=[N:24][C:23]([O:26][CH3:27])=[CH:22][CH:21]=1. The yield is 0.150. (6) The reactants are [CH2:1]([O:3][C:4]1[CH:9]=[CH:8][C:7]([C:10]2[O:14][N:13]=[C:12]([C:15]3[CH:16]=[CH:17][C:18]4[O:22][C:21]([C:23]5([NH:31]C(=O)OC(C)(C)C)[CH2:28][O:27]C(C)(C)[O:25][CH2:24]5)=[CH:20][C:19]=4[CH:39]=3)[N:11]=2)=[CH:6][CH:5]=1)[CH3:2].ClC1C=C(C2ON=C(C3C=CC4OC(C5(NC(=O)OC(C)(C)C)COC(C)(C)OC5)=CC=4C=3)N=2)C=CC=1OCCC. No catalyst specified. The product is [NH2:31][C:23]([C:21]1[O:22][C:18]2[CH:17]=[CH:16][C:15]([C:12]3[N:11]=[C:10]([C:7]4[CH:6]=[CH:5][C:4]([O:3][CH2:1][CH3:2])=[CH:9][CH:8]=4)[O:14][N:13]=3)=[CH:39][C:19]=2[CH:20]=1)([CH2:28][OH:27])[CH2:24][OH:25]. The yield is 0.320. (7) The yield is 0.810. The reactants are [CH2:1]([O:3][C:4]([C:6]1([C:9]2[CH:14]=[CH:13][C:12]([C:15]3[CH:20]=[CH:19][C:18]([C:21]4[S:22][C:23]([F:29])=[CH:24][C:25]=4C(O)=O)=[CH:17][C:16]=3[O:30][CH3:31])=[CH:11][CH:10]=2)[CH2:8][CH2:7]1)=[O:5])[CH3:2].C([N:34]([CH2:37]C)CC)C.C1(P(N=[N+]=[N-])(C2C=CC=CC=2)=[O:46])C=CC=CC=1.[Cl:56][C:57]1[CH:62]=[CH:61][C:60]([C@H:63]([OH:65])[CH3:64])=[CH:59][CH:58]=1. The product is [CH2:1]([O:3][C:4]([C:6]1([C:9]2[CH:14]=[CH:13][C:12]([C:15]3[CH:20]=[CH:19][C:18]([C:21]4[S:22][C:23]([F:29])=[CH:24][C:25]=4[NH:34][C:37]([O:65][C@@H:63]([C:60]4[CH:61]=[CH:62][C:57]([Cl:56])=[CH:58][CH:59]=4)[CH3:64])=[O:46])=[CH:17][C:16]=3[O:30][CH3:31])=[CH:11][CH:10]=2)[CH2:7][CH2:8]1)=[O:5])[CH3:2]. The catalyst is C1(C)C=CC=CC=1.O.C(OCC)(=O)C. (8) The reactants are Cl[C:2]1[N:3]=[CH:4][C:5]2[N:10]=[C:9]([NH:11]C(=O)OCC)[S:8][C:6]=2[N:7]=1.[CH3:17][O-:18].[Na+].O. The catalyst is CO. The product is [CH3:17][O:18][C:2]1[N:3]=[CH:4][C:5]2[N:10]=[C:9]([NH2:11])[S:8][C:6]=2[N:7]=1. The yield is 0.820. (9) The reactants are Br[C:2]1[C:7]([F:8])=[CH:6][CH:5]=[CH:4][C:3]=1[NH:9][C:10](=[O:14])[CH2:11][CH2:12][CH3:13].[CH3:15][C:16]([CH3:21])([CH3:20])[C:17]#[C:18]C. The catalyst is CCN(CC)CC.[Cu]I.Cl[Pd](Cl)([P](C1C=CC=CC=1)(C1C=CC=CC=1)C1C=CC=CC=1)[P](C1C=CC=CC=1)(C1C=CC=CC=1)C1C=CC=CC=1. The product is [CH3:15][C:16]([CH3:21])([CH3:20])[C:17]#[C:18][C:2]1[C:7]([F:8])=[CH:6][CH:5]=[CH:4][C:3]=1[NH:9][C:10](=[O:14])[CH2:11][CH2:12][CH3:13]. The yield is 0.550. (10) The reactants are [O:1]=[C:2]1[C:7]([NH:8][CH:9]=[C:10]([C:16]([O:18][CH2:19][CH3:20])=[O:17])[C:11]([O:13][CH2:14][CH3:15])=[O:12])=[CH:6][CH:5]=[CH:4][NH:3]1.C(=O)([O-])[O-].[K+].[K+].[CH3:27][O:28][C:29]1[CH:36]=[CH:35][C:32]([CH2:33]Cl)=[CH:31][CH:30]=1. The catalyst is CN(C=O)C.O. The product is [CH3:27][O:28][C:29]1[CH:36]=[CH:35][C:32]([CH2:33][N:3]2[CH:4]=[CH:5][CH:6]=[C:7]([NH:8][CH:9]=[C:10]([C:16]([O:18][CH2:19][CH3:20])=[O:17])[C:11]([O:13][CH2:14][CH3:15])=[O:12])[C:2]2=[O:1])=[CH:31][CH:30]=1. The yield is 0.840.